The task is: Predict the reactants needed to synthesize the given product.. This data is from Full USPTO retrosynthesis dataset with 1.9M reactions from patents (1976-2016). (1) Given the product [Cl:1][CH2:2][CH2:3][CH2:4][CH2:5][CH2:6][NH:7][C:8]1[C:9]([CH3:25])=[C:10]([CH3:24])[N:11]=[C:12]([O:17][C:18]2[CH:19]=[CH:20][CH:21]=[CH:22][CH:23]=2)[C:13]=1[NH2:14], predict the reactants needed to synthesize it. The reactants are: [Cl:1][CH2:2][CH2:3][CH2:4][CH2:5][CH2:6][NH:7][C:8]1[C:13]([N+:14]([O-])=O)=[C:12]([O:17][C:18]2[CH:23]=[CH:22][CH:21]=[CH:20][CH:19]=2)[N:11]=[C:10]([CH3:24])[C:9]=1[CH3:25]. (2) Given the product [NH:8]1[CH2:11][CH:10]([N:12]2[CH2:16][CH2:15][C:14]([F:17])([F:18])[CH2:13]2)[CH2:9]1, predict the reactants needed to synthesize it. The reactants are: C(OC([N:8]1[CH2:11][CH:10]([N:12]2[CH2:16][CH2:15][C:14]([F:18])([F:17])[CH2:13]2)[CH2:9]1)=O)(C)(C)C.C(O)(C(F)(F)F)=O. (3) The reactants are: [CH3:1][C:2]1([CH3:12])[O:6][C@@H:5]2[C@@H:7]([CH3:11])[CH2:8][C@H:9](O)[C@@H:4]2[O:3]1.C1(P(C2C=CC=CC=2)C2C=CC=CC=2)C=CC=CC=1.[F:32][C:33]1[C:38]2[N:39]=[CH:40][NH:41][C:37]=2[C:36]([F:42])=[CH:35][N:34]=1.CC(OC(/N=N/C(OC(C)C)=O)=O)C. Given the product [F:32][C:33]1[C:38]2[N:39]=[CH:40][N:41]([C@H:9]3[C@H:4]4[C@H:5]([O:6][C:2]([CH3:12])([CH3:1])[O:3]4)[C@@H:7]([CH3:11])[CH2:8]3)[C:37]=2[C:36]([F:42])=[CH:35][N:34]=1.[F:32][C:33]1[C:38]2[N:39]([C@H:9]3[C@H:4]4[C@H:5]([O:6][C:2]([CH3:12])([CH3:1])[O:3]4)[C@@H:7]([CH3:11])[CH2:8]3)[CH:40]=[N:41][C:37]=2[C:36]([F:42])=[CH:35][N:34]=1, predict the reactants needed to synthesize it. (4) Given the product [C:22]([O:21][C:20]([NH:19][CH2:18][C@H:17]([C:27]1[CH:28]=[CH:29][C:30]([Cl:33])=[CH:31][CH:32]=1)[C:16]([OH:34])=[O:36])=[O:26])([CH3:23])([CH3:24])[CH3:25], predict the reactants needed to synthesize it. The reactants are: OO.C([C@@H]1COC(=O)N1[C:16](=[O:34])[C@@H:17]([C:27]1[CH:32]=[CH:31][C:30]([Cl:33])=[CH:29][CH:28]=1)[CH2:18][NH:19][C:20](=[O:26])[O:21][C:22]([CH3:25])([CH3:24])[CH3:23])C1C=CC=CC=1.C[O:36]C1C=C(OC)C=CC=1C=O.[O-]S([O-])=O.[Na+].[Na+]. (5) The reactants are: [CH3:1][O:2][C:3]1[CH:8]=[C:7]([N+:9]([O-])=O)[CH:6]=[CH:5][C:4]=1[N:12]1[CH2:17][CH2:16][O:15][CH2:14][C:13]1([CH3:19])[CH3:18]. Given the product [CH3:18][C:13]1([CH3:19])[CH2:14][O:15][CH2:16][CH2:17][N:12]1[C:4]1[CH:5]=[CH:6][C:7]([NH2:9])=[CH:8][C:3]=1[O:2][CH3:1], predict the reactants needed to synthesize it. (6) Given the product [CH2:1]([O:3][C:4](=[O:26])[CH2:5][CH:6]1[O:10][B:9]([OH:11])[C:8]2[CH:12]=[C:13]([O:17][C:18]3[C:23]([CH2:24][NH2:25])=[N:22][CH:21]=[CH:20][N:19]=3)[CH:14]=[C:15]([CH3:16])[C:7]1=2)[CH3:2], predict the reactants needed to synthesize it. The reactants are: [CH2:1]([O:3][C:4](=[O:26])[CH2:5][CH:6]1[O:10][B:9]([OH:11])[C:8]2[CH:12]=[C:13]([O:17][C:18]3[C:23]([C:24]#[N:25])=[N:22][CH:21]=[CH:20][N:19]=3)[CH:14]=[C:15]([CH3:16])[C:7]1=2)[CH3:2]. (7) Given the product [BH4-:31].[Na+:32].[C:4]([O:3][C:1](=[O:2])[NH:8][C@H:9]([CH2:11][OH:13])[CH2:10][C:16]#[N:18])([CH3:5])([CH3:6])[CH3:7], predict the reactants needed to synthesize it. The reactants are: [C:1]([N:8](C#N)[C@H:9]([C:11]([OH:13])=O)[CH3:10])([O:3][C:4]([CH3:7])([CH3:6])[CH3:5])=[O:2].[CH2:16]([N:18](CC)CC)C.ClC(OCC(C)C)=O.[BH4-:31].[Na+:32].